Dataset: Catalyst prediction with 721,799 reactions and 888 catalyst types from USPTO. Task: Predict which catalyst facilitates the given reaction. (1) Reactant: [CH3:1][C:2]1([CH3:10])[O:7][C:6](=[O:8])[CH2:5][C:4](=[O:9])[O:3]1.[F:11][C:12]1[CH:17]=[CH:16][C:15]([CH2:18][C:19](Cl)=[O:20])=[CH:14][CH:13]=1.Cl. Product: [F:11][C:12]1[CH:17]=[CH:16][C:15]([CH2:18][C:19]([CH:5]2[C:6](=[O:8])[O:7][C:2]([CH3:10])([CH3:1])[O:3][C:4]2=[O:9])=[O:20])=[CH:14][CH:13]=1. The catalyst class is: 202. (2) Reactant: [NH2:1][C:2]1[CH:3]=[C:4]([C:9]2[CH:10]=[CH:11][C:12]3[O:18][CH2:17][CH2:16][N:15]([C:19]([C:21]4[CH:26]=[CH:25][C:24]([S:27]([CH3:30])(=[O:29])=[O:28])=[CH:23][CH:22]=4)=[O:20])[CH2:14][C:13]=3[CH:31]=2)[CH:5]=[CH:6][C:7]=1[NH2:8].C1N=CN([C:37](N2C=NC=C2)=[O:38])C=1. Product: [CH3:30][S:27]([C:24]1[CH:25]=[CH:26][C:21]([C:19]([N:15]2[CH2:14][C:13]3[CH:31]=[C:9]([C:4]4[CH:5]=[CH:6][C:7]5[NH:8][C:37](=[O:38])[NH:1][C:2]=5[CH:3]=4)[CH:10]=[CH:11][C:12]=3[O:18][CH2:17][CH2:16]2)=[O:20])=[CH:22][CH:23]=1)(=[O:29])=[O:28]. The catalyst class is: 1.